Predict which catalyst facilitates the given reaction. From a dataset of Catalyst prediction with 721,799 reactions and 888 catalyst types from USPTO. (1) Reactant: Cl[C:2]1[CH:7]=[C:6]([I:8])[CH:5]=[C:4]([Cl:9])[N:3]=1.[CH:10]1([NH2:17])[CH2:15][CH2:14][CH2:13][CH:12]([NH2:16])[CH2:11]1. Product: [Cl:9][C:4]1[N:3]=[C:2]([NH:16][CH:12]2[CH2:13][CH2:14][CH2:15][CH:10]([NH2:17])[CH2:11]2)[CH:7]=[C:6]([I:8])[CH:5]=1. The catalyst class is: 25. (2) The catalyst class is: 2. Product: [CH:1]([O:4][C:5]1[N:10]=[C:9]([C:11]2[CH:12]=[C:13]3[C:17](=[CH:18][CH:19]=2)[NH:16][CH:15]=[C:14]3[C:20]2[O:21][C:34](=[O:36])[NH:23][N:22]=2)[CH:8]=[N:7][CH:6]=1)([CH3:3])[CH3:2]. Reactant: [CH:1]([O:4][C:5]1[N:10]=[C:9]([C:11]2[CH:12]=[C:13]3[C:17](=[CH:18][CH:19]=2)[NH:16][CH:15]=[C:14]3[C:20]([NH:22][NH2:23])=[O:21])[CH:8]=[N:7][CH:6]=1)([CH3:3])[CH3:2].CCN(C(C)C)C(C)C.Cl[C:34](Cl)([O:36]C(=O)OC(Cl)(Cl)Cl)Cl. (3) Product: [CH3:1][N:2]1[CH2:7][CH2:6][N:5]([C:8]2[CH:15]=[CH:14][C:11]([C:12](=[S:17])[NH2:13])=[CH:10][CH:9]=2)[CH2:4][CH2:3]1. Reactant: [CH3:1][N:2]1[CH2:7][CH2:6][N:5]([C:8]2[CH:15]=[CH:14][C:11]([C:12]#[N:13])=[CH:10][CH:9]=2)[CH2:4][CH2:3]1.P12(SP3(SP(SP(S3)(S1)=S)(=S)S2)=S)=[S:17]. The catalyst class is: 5. (4) Reactant: C[O:2][C:3](=[O:24])[C@@H:4]([N:9]1[CH2:13][C:12]([O:14][C:15]2[CH:20]=[CH:19][C:18]([O:21][CH3:22])=[CH:17][CH:16]=2)=[CH:11][C:10]1=[O:23])[CH2:5][CH:6]([CH3:8])[CH3:7].O.[OH-].[Li+].Cl. Product: [CH3:22][O:21][C:18]1[CH:17]=[CH:16][C:15]([O:14][C:12]2[CH2:13][N:9]([C@@H:4]([CH2:5][CH:6]([CH3:7])[CH3:8])[C:3]([OH:24])=[O:2])[C:10](=[O:23])[CH:11]=2)=[CH:20][CH:19]=1. The catalyst class is: 30. (5) Reactant: Br[C:2]1[C:3]([O:15][C:16]2[C:21]([F:22])=[CH:20][CH:19]=[CH:18][C:17]=2[F:23])=[CH:4][C:5]([NH:8][C:9]2[S:10][CH:11]=[C:12]([CH3:14])[N:13]=2)=[N:6][CH:7]=1.C1(P(C2C=CC=CC=2)C2C3OC4C(=CC=CC=4P(C4C=CC=CC=4)C4C=CC=CC=4)C(C)(C)C=3C=CC=2)C=CC=CC=1.C(N(C(C)C)C(C)C)C.[SH:75][CH2:76][CH2:77][C:78]([O:80][CH3:81])=[O:79]. Product: [F:23][C:17]1[CH:18]=[CH:19][CH:20]=[C:21]([F:22])[C:16]=1[O:15][C:3]1[CH:4]=[C:5]([NH:8][C:9]2[S:10][CH:11]=[C:12]([CH3:14])[N:13]=2)[N:6]=[CH:7][C:2]=1[S:75][CH2:76][CH2:77][C:78]([O:80][CH3:81])=[O:79]. The catalyst class is: 102. (6) Reactant: [CH3:1][O:2][C:3]1[CH:10]=[C:9]([O:11]C2CCCCO2)[CH:8]=[C:7]([CH3:18])[C:4]=1[CH:5]=[O:6]. Product: [OH:11][C:9]1[CH:8]=[C:7]([CH3:18])[C:4]([CH:5]=[O:6])=[C:3]([O:2][CH3:1])[CH:10]=1. The catalyst class is: 5. (7) Reactant: Cl[C:2]1[CH:7]=[C:6]([S:8]([C:11]2[CH:16]=[CH:15][CH:14]=[C:13]([N+:17]([O-])=O)[CH:12]=2)(=[O:10])=[O:9])[CH:5]=[CH:4][C:3]=1[CH2:20][CH2:21][NH:22][C:23](=[O:28])[C:24]([F:27])([F:26])[F:25]. Product: [NH2:17][C:13]1[CH:12]=[C:11]([S:8]([C:6]2[CH:5]=[CH:4][C:3]([CH2:20][CH2:21][NH:22][C:23](=[O:28])[C:24]([F:27])([F:25])[F:26])=[CH:2][CH:7]=2)(=[O:10])=[O:9])[CH:16]=[CH:15][CH:14]=1. The catalyst class is: 541. (8) Reactant: [Cl:1][C:2]1[C:3]([C:7]([F:10])([F:9])[F:8])=[N:4][NH:5][CH:6]=1.Cl[CH2:12][C:13]([N:15]1[CH2:20][CH2:19][CH2:18][C:17]2[N:21]([C:24]3[CH:29]=[CH:28][C:27]([F:30])=[CH:26][CH:25]=3)[N:22]=[CH:23][C:16]1=2)=[O:14].C([O-])([O-])=O.[K+].[K+]. Product: [Cl:1][C:2]1[C:3]([C:7]([F:10])([F:9])[F:8])=[N:4][N:5]([CH2:12][C:13]([N:15]2[CH2:20][CH2:19][CH2:18][C:17]3[N:21]([C:24]4[CH:25]=[CH:26][C:27]([F:30])=[CH:28][CH:29]=4)[N:22]=[CH:23][C:16]2=3)=[O:14])[CH:6]=1. The catalyst class is: 118.